Dataset: NCI-60 drug combinations with 297,098 pairs across 59 cell lines. Task: Regression. Given two drug SMILES strings and cell line genomic features, predict the synergy score measuring deviation from expected non-interaction effect. (1) Drug 1: C1=CC(=CC=C1CC(C(=O)O)N)N(CCCl)CCCl.Cl. Drug 2: C1=NC2=C(N1)C(=S)N=C(N2)N. Cell line: OVCAR-8. Synergy scores: CSS=34.7, Synergy_ZIP=-7.61, Synergy_Bliss=-2.44, Synergy_Loewe=-13.3, Synergy_HSA=-1.36. (2) Drug 1: CCN(CC)CCCC(C)NC1=C2C=C(C=CC2=NC3=C1C=CC(=C3)Cl)OC. Drug 2: C1CC(=O)NC(=O)C1N2C(=O)C3=CC=CC=C3C2=O. Cell line: MALME-3M. Synergy scores: CSS=13.3, Synergy_ZIP=1.64, Synergy_Bliss=4.63, Synergy_Loewe=-4.22, Synergy_HSA=-2.10. (3) Drug 1: C1CCN(CC1)CCOC2=CC=C(C=C2)C(=O)C3=C(SC4=C3C=CC(=C4)O)C5=CC=C(C=C5)O. Drug 2: CC(C)(C#N)C1=CC(=CC(=C1)CN2C=NC=N2)C(C)(C)C#N. Cell line: NCI/ADR-RES. Synergy scores: CSS=0.383, Synergy_ZIP=0.642, Synergy_Bliss=-1.24, Synergy_Loewe=-1.17, Synergy_HSA=-2.16. (4) Drug 1: CC(CN1CC(=O)NC(=O)C1)N2CC(=O)NC(=O)C2. Drug 2: CCC1=C2CN3C(=CC4=C(C3=O)COC(=O)C4(CC)O)C2=NC5=C1C=C(C=C5)O. Cell line: HCT116. Synergy scores: CSS=51.8, Synergy_ZIP=-3.49, Synergy_Bliss=-3.92, Synergy_Loewe=-0.303, Synergy_HSA=2.37.